Task: Predict the reactants needed to synthesize the given product.. Dataset: Full USPTO retrosynthesis dataset with 1.9M reactions from patents (1976-2016) (1) Given the product [C:21]([C:16]1[C:15]([O:13][C:8]2[C:9]([CH3:12])=[N:10][C:11]3[C:6]([CH:7]=2)=[CH:5][CH:4]=[CH:3][C:2]=3[F:1])=[CH:20][CH:19]=[CH:18][N:17]=1)#[N:22], predict the reactants needed to synthesize it. The reactants are: [F:1][C:2]1[CH:3]=[CH:4][CH:5]=[C:6]2[C:11]=1[N:10]=[C:9]([CH3:12])[C:8]([OH:13])=[CH:7]2.Cl[C:15]1[C:16]([C:21]#[N:22])=[N:17][CH:18]=[CH:19][CH:20]=1.C(=O)([O-])[O-].[K+].[K+].O. (2) Given the product [CH3:13][S:10]([CH2:9][C:7]1[CH:6]=[C:5]([N:14]2[CH2:19][CH2:18][O:17][CH2:16][CH2:15]2)[N:4]=[C:3]([C:24]2[CH:25]=[CH:26][C:21]([NH2:20])=[CH:22][CH:23]=2)[N:8]=1)(=[O:12])=[O:11], predict the reactants needed to synthesize it. The reactants are: CS[C:3]1[N:8]=[C:7]([CH2:9][S:10]([CH3:13])(=[O:12])=[O:11])[CH:6]=[C:5]([N:14]2[CH2:19][CH2:18][O:17][CH2:16][CH2:15]2)[N:4]=1.[NH2:20][C:21]1[CH:26]=[CH:25][C:24](B(O)O)=[CH:23][CH:22]=1. (3) Given the product [C:19]([C:18]1[CH:17]=[CH:16][C:15]([CH2:14][O:13][C:4]2[CH:5]=[CH:6][C:7]3[C:12](=[CH:11][CH:10]=[CH:9][CH:8]=3)[C:3]=2[CH2:1][N:37]2[CH2:38][CH2:39][CH:34]([C:30]3[CH:29]=[C:28]([NH:27][C:25](=[O:26])[CH:24]([CH3:40])[CH3:23])[CH:33]=[CH:32][CH:31]=3)[CH2:35][CH2:36]2)=[CH:22][CH:21]=1)#[N:20], predict the reactants needed to synthesize it. The reactants are: [CH:1]([C:3]1[C:12]2[C:7](=[CH:8][CH:9]=[CH:10][CH:11]=2)[CH:6]=[CH:5][C:4]=1[O:13][CH2:14][C:15]1[CH:22]=[CH:21][C:18]([C:19]#[N:20])=[CH:17][CH:16]=1)=O.[CH3:23][CH:24]([CH3:40])[C:25]([NH:27][C:28]1[CH:33]=[CH:32][CH:31]=[C:30]([CH:34]2[CH2:39][CH2:38][NH:37][CH2:36][CH2:35]2)[CH:29]=1)=[O:26].C(C1C2C(=CC=CC=2)C=CC=1OCC#N)=O.C(OC1C=CC2C(=CC=CC=2)C=1C=O)CC(C)C.OC1C=CC2C(=CC=CC=2)C=1C=O.BrCC#N. (4) Given the product [C:1]([C:4]1[CH:5]=[C:6]([CH:11]=[C:12]([N:14]([C:15](=[O:19])[CH:16]([CH3:17])[CH3:18])[CH3:24])[CH:13]=1)[C:7]([O:9][CH3:10])=[O:8])(=[O:3])[CH3:2], predict the reactants needed to synthesize it. The reactants are: [C:1]([C:4]1[CH:5]=[C:6]([CH:11]=[C:12]([NH:14][C:15](=[O:19])[CH:16]([CH3:18])[CH3:17])[CH:13]=1)[C:7]([O:9][CH3:10])=[O:8])(=[O:3])[CH3:2].[H-].[Na+].CI.[CH3:24]C(O)=O. (5) Given the product [Cl:1][C:2]1[CH:3]=[CH:4][C:5]([F:27])=[C:6]([S:8]([NH:11][C:12]2[CH:13]=[CH:14][C:15]([C:29]3[N:34]=[C:33]4[NH:35][N:36]=[CH:37][C:32]4=[C:31]([O:44][CH:45]4[CH2:46][CH2:47][CH:48]([OH:51])[CH2:49][CH2:50]4)[N:30]=3)=[CH:16][CH:17]=2)(=[O:9])=[O:10])[CH:7]=1, predict the reactants needed to synthesize it. The reactants are: [Cl:1][C:2]1[CH:3]=[CH:4][C:5]([F:27])=[C:6]([S:8]([NH:11][C:12]2[CH:17]=[CH:16][C:15](B3OC(C)(C)C(C)(C)O3)=[CH:14][CH:13]=2)(=[O:10])=[O:9])[CH:7]=1.Cl[C:29]1[N:34]=[C:33]2[N:35](C3CCCCO3)[N:36]=[CH:37][C:32]2=[C:31]([O:44][CH:45]2[CH2:50][CH2:49][CH:48]([OH:51])[CH2:47][CH2:46]2)[N:30]=1.C(=O)([O-])[O-].[Cs+].[Cs+].O. (6) Given the product [CH3:20][N:19]([CH3:21])[C:17]([C:14]1[CH:15]=[C:16]2[C:11](=[CH:12][CH:13]=1)[N:10]([CH:22]1[CH2:27][CH2:26][CH2:25][CH2:24][O:23]1)[N:9]=[C:8]2[C:6]1[CH:5]=[CH:4][N:3]=[C:2]([N:28]2[CH2:29][CH2:30][CH:31]([NH:34][C:35](=[O:41])[O:36][C:37]([CH3:39])([CH3:38])[CH3:40])[CH2:32][CH2:33]2)[N:7]=1)=[O:18], predict the reactants needed to synthesize it. The reactants are: Cl[C:2]1[N:7]=[C:6]([C:8]2[C:16]3[C:11](=[CH:12][CH:13]=[C:14]([C:17]([N:19]([CH3:21])[CH3:20])=[O:18])[CH:15]=3)[N:10]([CH:22]3[CH2:27][CH2:26][CH2:25][CH2:24][O:23]3)[N:9]=2)[CH:5]=[CH:4][N:3]=1.[NH:28]1[CH2:33][CH2:32][CH:31]([NH:34][C:35](=[O:41])[O:36][C:37]([CH3:40])([CH3:39])[CH3:38])[CH2:30][CH2:29]1. (7) Given the product [CH:29]12[CH2:36][CH:35]3[CH2:34][CH:33]([CH2:32][CH:31]([CH2:37]3)[CH:30]1[CH2:22][C:23]([NH:14][C:13]1[CH:15]=[CH:16][CH:17]=[C:11]([O:10][CH2:9][CH2:8][CH2:7][N:4]3[CH2:3][CH2:2][O:1][CH2:6][CH2:5]3)[CH:12]=1)=[O:28])[CH2:38]2, predict the reactants needed to synthesize it. The reactants are: [O:1]1[CH2:6][CH2:5][N:4]([CH2:7][CH2:8][CH2:9][O:10][C:11]2[CH:12]=[C:13]([CH:15]=[CH:16][CH:17]=2)[NH2:14])[CH2:3][CH2:2]1.C1C=CC2N(O)N=N[C:22]=2[CH:23]=1.[OH2:28].[C:29]12(CC(O)=O)[CH2:38][CH:33]3[CH2:34][CH:35]([CH2:37][CH:31]([CH2:32]3)[CH2:30]1)[CH2:36]2.CCN=C=NCCCN(C)C.Cl. (8) The reactants are: [O:1]=[C:2]1[CH:6]=[C:5]([C@@H:7]2[CH2:12][CH2:11][N:10](C(OC)=O)[C@@H:9]([CH2:17][C:18]3[CH:23]=[C:22]([F:24])[C:21]([F:25])=[C:20]([F:26])[CH:19]=3)[CH2:8]2)[O:4][NH:3]1.Br. Given the product [F:26][C:20]1[CH:19]=[C:18]([CH:23]=[C:22]([F:24])[C:21]=1[F:25])[CH2:17][C@H:9]1[CH2:8][C@H:7]([C:5]2[O:4][NH:3][C:2](=[O:1])[CH:6]=2)[CH2:12][CH2:11][NH:10]1, predict the reactants needed to synthesize it. (9) Given the product [CH3:1][O:2][C:3](=[O:34])[CH2:4][C@H:5]1[C:9]2[CH:10]=[CH:11][C:12]([O:14][C@H:15]3[C:23]4[C:18](=[C:19]([C:36]5[C:41]([CH3:42])=[CH:40][C:39]([C:43]6[CH:48]=[C:47]([CH3:49])[CH:46]=[CH:45][N:44]=6)=[CH:38][C:37]=5[CH3:50])[CH:20]=[CH:21][C:22]=4[F:24])[CH2:17][CH2:16]3)=[CH:13][C:8]=2[O:7][CH2:6]1, predict the reactants needed to synthesize it. The reactants are: [CH3:1][O:2][C:3](=[O:34])[CH2:4][C@H:5]1[C:9]2[CH:10]=[CH:11][C:12]([O:14][C@H:15]3[C:23]4[C:18](=[C:19](B5OC(C)(C)C(C)(C)O5)[CH:20]=[CH:21][C:22]=4[F:24])[CH2:17][CH2:16]3)=[CH:13][C:8]=2[O:7][CH2:6]1.Br[C:36]1[C:41]([CH3:42])=[CH:40][C:39]([C:43]2[CH:48]=[C:47]([CH3:49])[CH:46]=[CH:45][N:44]=2)=[CH:38][C:37]=1[CH3:50].BrC1C=CC(F)=C2C=1CC[C@H]2OC1C=CC2[C@H](CC(OC)=O)COC=2C=1. (10) Given the product [CH3:8][O:7][CH2:6][CH2:5][O:4][CH2:3][CH2:2][N:9]1[CH2:10][CH2:11][CH:12]([N:15]2[C:19]3[CH:20]=[CH:21][CH:22]=[CH:23][C:18]=3[NH:17][C:16]2=[O:24])[CH2:13][CH2:14]1, predict the reactants needed to synthesize it. The reactants are: Br[CH2:2][CH2:3][O:4][CH2:5][CH2:6][O:7][CH3:8].[NH:9]1[CH2:14][CH2:13][CH:12]([N:15]2[C:19]3[CH:20]=[CH:21][CH:22]=[CH:23][C:18]=3[NH:17][C:16]2=[O:24])[CH2:11][CH2:10]1.C(=O)([O-])[O-].[Na+].[Na+].